This data is from NCI-60 drug combinations with 297,098 pairs across 59 cell lines. The task is: Regression. Given two drug SMILES strings and cell line genomic features, predict the synergy score measuring deviation from expected non-interaction effect. Drug 1: CC1CCC2CC(C(=CC=CC=CC(CC(C(=O)C(C(C(=CC(C(=O)CC(OC(=O)C3CCCCN3C(=O)C(=O)C1(O2)O)C(C)CC4CCC(C(C4)OC)O)C)C)O)OC)C)C)C)OC. Drug 2: CCN(CC)CCCC(C)NC1=C2C=C(C=CC2=NC3=C1C=CC(=C3)Cl)OC. Cell line: NCI/ADR-RES. Synergy scores: CSS=21.8, Synergy_ZIP=-9.26, Synergy_Bliss=0.0271, Synergy_Loewe=-0.0317, Synergy_HSA=0.344.